This data is from Full USPTO retrosynthesis dataset with 1.9M reactions from patents (1976-2016). The task is: Predict the reactants needed to synthesize the given product. (1) Given the product [ClH:48].[ClH:48].[NH2:12][CH2:11][C:10]1[C:9]([C:20]2[CH:25]=[CH:24][C:23]([CH3:26])=[CH:22][CH:21]=2)=[C:8]([CH2:27][C:28]([NH:30][C:31]2[CH:36]=[CH:35][CH:34]=[C:33]([S:37]([CH3:40])(=[O:39])=[O:38])[CH:32]=2)=[O:29])[C:7]([CH3:41])=[N:6][C:5]=1[CH2:1][CH:2]([CH3:4])[CH3:3], predict the reactants needed to synthesize it. The reactants are: [CH2:1]([C:5]1[C:10]([CH2:11][NH:12]C(=O)OC(C)(C)C)=[C:9]([C:20]2[CH:25]=[CH:24][C:23]([CH3:26])=[CH:22][CH:21]=2)[C:8]([CH2:27][C:28]([NH:30][C:31]2[CH:36]=[CH:35][CH:34]=[C:33]([S:37]([CH3:40])(=[O:39])=[O:38])[CH:32]=2)=[O:29])=[C:7]([CH3:41])[N:6]=1)[CH:2]([CH3:4])[CH3:3].C(OC(=O)C)C.[ClH:48]. (2) The reactants are: [F:1][C:2]([F:12])([F:11])[C:3]1[CH:4]=[C:5]([CH:8]=[CH:9][CH:10]=1)[CH:6]=[O:7].[CH:13]([Mg]Br)=[CH2:14]. Given the product [F:1][C:2]([F:11])([F:12])[C:3]1[CH:4]=[C:5]([CH:6]([OH:7])[CH:13]=[CH2:14])[CH:8]=[CH:9][CH:10]=1, predict the reactants needed to synthesize it.